From a dataset of Forward reaction prediction with 1.9M reactions from USPTO patents (1976-2016). Predict the product of the given reaction. (1) Given the reactants [CH2:1]([N:3]1[CH2:7][CH2:6][C:5]2([CH2:11][CH2:10][N:9]([CH2:12][CH2:13][C:14]3[CH:19]=[CH:18][C:17]([N+:20]([O-])=O)=[CH:16][CH:15]=3)[CH2:8]2)[CH2:4]1)[CH3:2], predict the reaction product. The product is: [CH2:1]([N:3]1[CH2:7][CH2:6][C:5]2([CH2:8][N:9]([CH2:12][CH2:13][C:14]3[CH:15]=[CH:16][C:17]([NH2:20])=[CH:18][CH:19]=3)[CH2:10][CH2:11]2)[CH2:4]1)[CH3:2]. (2) Given the reactants FC(F)(F)C(O)=O.C([O:10][C:11](=[O:38])[C:12]1[CH:17]=[CH:16][C:15]([C:18]2[N:19]=[C:20]3[N:24]([CH:25]=2)[N:23]=[C:22]([C:26]2[CH:31]=[CH:30][C:29]([O:32][CH2:33][CH2:34][CH2:35][CH2:36][CH3:37])=[CH:28][CH:27]=2)[S:21]3)=[CH:14][CH:13]=1)C.CO.O1CCCC1.[OH-].[Na+], predict the reaction product. The product is: [CH2:33]([O:32][C:29]1[CH:28]=[CH:27][C:26]([C:22]2[S:21][C:20]3=[N:19][C:18]([C:15]4[CH:14]=[CH:13][C:12]([C:11]([OH:38])=[O:10])=[CH:17][CH:16]=4)=[CH:25][N:24]3[N:23]=2)=[CH:31][CH:30]=1)[CH2:34][CH2:35][CH2:36][CH3:37]. (3) Given the reactants [CH2:1]([O:5][C:6]1[CH:7]=[C:8]([OH:12])[CH:9]=[CH:10][CH:11]=1)[CH:2]([CH3:4])[CH3:3].Br[CH2:14][C:15]([O:17][CH2:18][CH3:19])=[O:16].C([O-])([O-])=O.[K+].[K+], predict the reaction product. The product is: [CH2:1]([O:5][C:6]1[CH:7]=[C:8]([CH:9]=[CH:10][CH:11]=1)[O:12][CH2:14][C:15]([O:17][CH2:18][CH3:19])=[O:16])[CH:2]([CH3:4])[CH3:3]. (4) Given the reactants [CH3:1][N:2]([CH3:15])[S:3]([C:6]1[C:11]([Cl:12])=[CH:10][CH:9]=[C:8]([NH2:13])[C:7]=1[OH:14])(=[O:5])=[O:4].[Br:16][C:17]1[CH:22]=[CH:21][CH:20]=[CH:19][C:18]=1[N:23]=[C:24]=[S:25], predict the reaction product. The product is: [Cl:12][C:11]1[CH:10]=[CH:9][C:8]([NH:13][C:24]([NH:23][C:18]2[CH:19]=[CH:20][CH:21]=[CH:22][C:17]=2[Br:16])=[S:25])=[C:7]([OH:14])[C:6]=1[S:3]([N:2]([CH3:15])[CH3:1])(=[O:5])=[O:4]. (5) Given the reactants Br[CH2:2][C:3]1[CH:8]=[CH:7][C:6]([C:9](=[O:11])[CH3:10])=[C:5]([Cl:12])[CH:4]=1.C(=O)([O-])[O-].[K+].[K+].[NH:19]1[CH2:24][CH2:23][O:22][CH2:21][CH2:20]1, predict the reaction product. The product is: [Cl:12][C:5]1[CH:4]=[C:3]([CH2:2][N:19]2[CH2:24][CH2:23][O:22][CH2:21][CH2:20]2)[CH:8]=[CH:7][C:6]=1[C:9](=[O:11])[CH3:10]. (6) Given the reactants [Br:1][C:2]1[CH:3]=[C:4]([CH:7]=[C:8]([Br:10])[CH:9]=1)[CH2:5][OH:6].[C:11]([Si:15]([CH3:18])([CH3:17])Cl)([CH3:14])([CH3:13])[CH3:12].N1C=CN=C1, predict the reaction product. The product is: [Br:1][C:2]1[CH:3]=[C:4]([CH:7]=[C:8]([Br:10])[CH:9]=1)[CH2:5][O:6][Si:15]([C:11]([CH3:14])([CH3:13])[CH3:12])([CH3:18])[CH3:17]. (7) Given the reactants [OH:1][C:2]1[CH:3]=[C:4]([CH:9]=[C:10]([O:12][C@H:13]2[CH2:17][CH2:16][O:15][CH2:14]2)[CH:11]=1)[C:5]([O:7][CH3:8])=[O:6].C(=O)([O-])[O-].[K+].[K+].[N:24]1([C:28]([C:30]2[CH:31]=[C:32]([Cl:37])[C:33](Cl)=[N:34][CH:35]=2)=[O:29])[CH2:27][CH2:26][CH2:25]1, predict the reaction product. The product is: [N:24]1([C:28]([C:30]2[CH:31]=[C:32]([Cl:37])[C:33]([O:1][C:2]3[CH:3]=[C:4]([CH:9]=[C:10]([O:12][C@H:13]4[CH2:17][CH2:16][O:15][CH2:14]4)[CH:11]=3)[C:5]([O:7][CH3:8])=[O:6])=[N:34][CH:35]=2)=[O:29])[CH2:27][CH2:26][CH2:25]1. (8) Given the reactants [F:1][C:2]1[CH:3]=[CH:4][C:5]([CH:8]=[O:9])=[N:6][CH:7]=1.[F:10][C:11]([F:24])([F:23])[C:12]1[CH:22]=[CH:21][CH:20]=[CH:19][C:13]=1[C:14]([NH:16][CH:17]=[CH2:18])=[O:15], predict the reaction product. The product is: [F:1][C:2]1[CH:3]=[CH:4][C:5]([C@H:8]2[C@@H:17]([NH:16][C:14](=[O:15])[C:13]3[CH:19]=[CH:20][CH:21]=[CH:22][C:12]=3[C:11]([F:10])([F:23])[F:24])[CH2:18][O:9]2)=[N:6][CH:7]=1. (9) Given the reactants C(=O)([O-])O.[Na+].Cl.[NH2:7][OH:8].[F:9][C:10]([F:27])([F:26])[C:11]1[CH:16]=[C:15]([Cl:17])[CH:14]=[CH:13][C:12]=1[C:18]1[CH:23]=[CH:22][N:21]=[C:20]([C:24]#[N:25])[CH:19]=1, predict the reaction product. The product is: [F:27][C:10]([F:26])([F:9])[C:11]1[CH:16]=[C:15]([Cl:17])[CH:14]=[CH:13][C:12]=1[C:18]1[CH:23]=[CH:22][N:21]=[C:20]([C:24](=[N:7][OH:8])[NH2:25])[CH:19]=1.